This data is from Forward reaction prediction with 1.9M reactions from USPTO patents (1976-2016). The task is: Predict the product of the given reaction. (1) Given the reactants [NH2:1][C:2]1[C:11]2[C:6](=[C:7](Br)[CH:8]=[CH:9][CH:10]=2)[N:5]=[N:4][C:3]=1[C:13]([NH:15][CH2:16][CH2:17][CH3:18])=[O:14].[CH3:19][O:20][C:21]1[C:26]([O:27][CH3:28])=[C:25]([O:29][CH3:30])[CH:24]=[CH:23][C:22]=1B(O)O, predict the reaction product. The product is: [NH2:1][C:2]1[C:11]2[C:6](=[C:7]([C:22]3[CH:23]=[CH:24][C:25]([O:29][CH3:30])=[C:26]([O:27][CH3:28])[C:21]=3[O:20][CH3:19])[CH:8]=[CH:9][CH:10]=2)[N:5]=[N:4][C:3]=1[C:13]([NH:15][CH2:16][CH2:17][CH3:18])=[O:14]. (2) The product is: [C:12]([O:11][C:10]([NH:9][CH2:8][CH:6]1[CH2:5][CH2:4][N:3]([C:17]([O:18][CH2:19][C:20]2[CH:21]=[C:22]([Cl:27])[CH:23]=[C:24]([Cl:26])[CH:25]=2)=[O:28])[CH:2]([CH3:1])[CH2:7]1)=[O:16])([CH3:15])([CH3:14])[CH3:13]. Given the reactants [CH3:1][CH:2]1[CH2:7][CH:6]([CH2:8][NH:9][C:10](=[O:16])[O:11][C:12]([CH3:15])([CH3:14])[CH3:13])[CH2:5][CH2:4][NH:3]1.[C:17](Cl)(=[O:28])[O:18][CH2:19][C:20]1[CH:25]=[C:24]([Cl:26])[CH:23]=[C:22]([Cl:27])[CH:21]=1.C(=O)(O)[O-].[Na+], predict the reaction product. (3) The product is: [C:54]1([N:53]2[C:49]3[NH:48][C:17](=[O:18])[CH:16]=[CH:60][C:50]=3[CH:51]=[N:52]2)[CH:59]=[CH:58][CH:57]=[CH:56][CH:55]=1. Given the reactants C1[O:18][CH2:17][CH2:16]OCCOCCOCCOCCOC1.FC(F)(F)COP(CC(OC)=O)(=O)OCC(F)(F)F.C[Si]([N-][Si](C)(C)C)(C)C.[K+].[NH2:48][C:49]1[N:53]([C:54]2[CH:59]=[CH:58][CH:57]=[CH:56][CH:55]=2)[N:52]=[CH:51][C:50]=1[CH:60]=O, predict the reaction product. (4) Given the reactants [C:1]1([C:7]#[C:8][CH2:9][C@@H:10]([OH:12])[CH3:11])[CH:6]=[CH:5][CH:4]=[CH:3][CH:2]=1.[H-].[Na+].[CH2:15](Br)[C:16]#[CH:17], predict the reaction product. The product is: [CH2:17]([O:12][C@@H:10]([CH3:11])[CH2:9][C:8]#[C:7][C:1]1[CH:6]=[CH:5][CH:4]=[CH:3][CH:2]=1)[C:16]#[CH:15]. (5) The product is: [CH3:1][O:2][CH2:3][N:4]1[C:9]2[CH:10]=[C:11]([CH2:14][N:15]([C:16]3[CH:17]=[N:18][CH:19]=[CH:20][CH:21]=3)[C:35]([NH:34][CH2:32][CH3:33])=[O:36])[CH:12]=[CH:13][C:8]=2[S:7][C:6]2[N:22]=[CH:23][CH:24]=[N:25][C:5]1=2. Given the reactants [CH3:1][O:2][CH2:3][N:4]1[C:9]2[CH:10]=[C:11]([CH2:14][NH:15][C:16]3[CH:17]=[N:18][CH:19]=[CH:20][CH:21]=3)[CH:12]=[CH:13][C:8]=2[S:7][C:6]2[N:22]=[CH:23][CH:24]=[N:25][C:5]1=2.N1C=CC=CC=1.[CH2:32]([N:34]=[C:35]=[O:36])[CH3:33].[Cl-].[Na+], predict the reaction product. (6) Given the reactants [Br:1][C:2]1[CH:7]=[CH:6][CH:5]=[C:4]([CH3:8])[N+:3]=1[O-:9].[N+:10]([O-])([OH:12])=[O:11].[OH-].[Na+], predict the reaction product. The product is: [Br:1][C:2]1[CH:7]=[C:6]([N+:10]([O-:12])=[O:11])[CH:5]=[C:4]([CH3:8])[N+:3]=1[O-:9]. (7) Given the reactants C1(C2CC(O)C3C(=CC=C(O)C=3)O2)C=CC=CC=1.[OH:19][C:20]1[CH:21]=[C:22]2[C:27](=[CH:28][CH:29]=1)[O:26][CH:25]([C:30]1[CH:35]=[CH:34][CH:33]=[CH:32][C:31]=1[O:36][CH3:37])[CH2:24][C:23]2=[O:38], predict the reaction product. The product is: [CH3:37][O:36][C:31]1[CH:32]=[CH:33][CH:34]=[CH:35][C:30]=1[CH:25]1[CH2:24][CH:23]([OH:38])[C:22]2[C:27](=[CH:28][CH:29]=[C:20]([OH:19])[CH:21]=2)[O:26]1. (8) Given the reactants C[O:2][C:3]([C:5]1[C:13]2[C:8](=[C:9]([CH3:14])[CH:10]=[CH:11][CH:12]=2)[N:7]([CH2:15][CH2:16][C:17]2[CH:22]=[CH:21][CH:20]=[CH:19][CH:18]=2)[CH:6]=1)=[O:4].[OH-].[Na+].Cl, predict the reaction product. The product is: [CH3:14][C:9]1[CH:10]=[CH:11][CH:12]=[C:13]2[C:8]=1[N:7]([CH2:15][CH2:16][C:17]1[CH:18]=[CH:19][CH:20]=[CH:21][CH:22]=1)[CH:6]=[C:5]2[C:3]([OH:4])=[O:2]. (9) The product is: [OH:1][B:2]1[C:6]2[C:7]([CH2:11][CH2:12][C:13]([NH:15][S:16](=[O:19])(=[O:18])[NH2:17])=[O:14])=[CH:8][CH:9]=[CH:10][C:5]=2[CH2:4][O:3]1. Given the reactants [OH:1][B:2]1[C:6]2[C:7]([CH2:11][CH2:12][C:13]([NH2:15])=[O:14])=[CH:8][CH:9]=[CH:10][C:5]=2[CH2:4][O:3]1.[S:16](Cl)(=[O:19])(=[O:18])[NH2:17], predict the reaction product.